Dataset: Peptide-MHC class I binding affinity with 185,985 pairs from IEDB/IMGT. Task: Regression. Given a peptide amino acid sequence and an MHC pseudo amino acid sequence, predict their binding affinity value. This is MHC class I binding data. (1) The peptide sequence is RYRQVLSPL. The MHC is HLA-B27:20 with pseudo-sequence HLA-B27:20. The binding affinity (normalized) is 0.523. (2) The peptide sequence is FPKNDFVSF. The MHC is HLA-B15:01 with pseudo-sequence HLA-B15:01. The binding affinity (normalized) is 0.784.